This data is from CYP2C9 inhibition data for predicting drug metabolism from PubChem BioAssay. The task is: Regression/Classification. Given a drug SMILES string, predict its absorption, distribution, metabolism, or excretion properties. Task type varies by dataset: regression for continuous measurements (e.g., permeability, clearance, half-life) or binary classification for categorical outcomes (e.g., BBB penetration, CYP inhibition). Dataset: cyp2c9_veith. (1) The molecule is O=C(Nc1ccc(-c2csc(-c3ccccc3)n2)cc1)c1ccccc1Cl. The result is 0 (non-inhibitor). (2) The molecule is Cc1ccc(-c2nc3ccccc3s2)cc1NC(=S)NC(=O)c1ccccc1. The result is 1 (inhibitor). (3) The result is 0 (non-inhibitor). The drug is COc1cccc(-c2ccc3ncnc(N4CCNCC4)c3c2)c1. (4) The drug is Cc1c(Cl)c(S(N)(=O)=O)cc(S(N)(=O)=O)c1NC(=O)c1ccc(Cl)cc1. The result is 0 (non-inhibitor). (5) The drug is COc1ccc(C2C(=O)c3ccccc3C2=Nc2ccc(Br)cc2)cc1. The result is 1 (inhibitor). (6) The molecule is CCCc1nc(SCC(=O)NNC(=O)C2CCCCC2)c2ccccc2n1. The result is 0 (non-inhibitor). (7) The result is 1 (inhibitor). The molecule is COC(=O)[C@@]1(Cc2ccc(F)cc2)[C@H]2c3cc(C(=O)N(C)C)n(CCc4ccc(OC)c(Br)c4)c3C[C@H]2CN1C(=O)c1ccccc1.